This data is from Full USPTO retrosynthesis dataset with 1.9M reactions from patents (1976-2016). The task is: Predict the reactants needed to synthesize the given product. (1) Given the product [Cl:1][C:2]1[CH:3]=[C:4]([N:24]2[CH:28]=[CH:27][C:26]([CH2:29][OH:30])=[N:25]2)[CH:5]=[CH:6][C:7]=1[C:8]([N:10]1[C:16]2[CH:17]=[CH:18][CH:19]=[CH:20][C:15]=2[CH2:14][N:13]2[CH:21]=[CH:22][CH:23]=[C:12]2[CH2:11]1)=[O:9], predict the reactants needed to synthesize it. The reactants are: [Cl:1][C:2]1[CH:3]=[C:4]([N:24]2[CH:28]=[CH:27][C:26]([C:29](OC)=[O:30])=[N:25]2)[CH:5]=[CH:6][C:7]=1[C:8]([N:10]1[C:16]2[CH:17]=[CH:18][CH:19]=[CH:20][C:15]=2[CH2:14][N:13]2[CH:21]=[CH:22][CH:23]=[C:12]2[CH2:11]1)=[O:9].[BH4-].[Li+]. (2) Given the product [O:4]1[C:12]2[CH:11]=[CH:10][N:9]=[C:8]([N:13]3[CH2:18][CH2:17][N:16]([CH2:19][CH2:20][C@H:21]4[CH2:26][CH2:25][C@H:24]([NH:27][C:30](=[O:31])[CH:29]([CH3:28])[CH2:33][CH3:34])[CH2:23][CH2:22]4)[CH2:15][CH2:14]3)[C:7]=2[CH2:6][CH2:5]1, predict the reactants needed to synthesize it. The reactants are: Cl.Cl.Cl.[O:4]1[C:12]2[CH:11]=[CH:10][N:9]=[C:8]([N:13]3[CH2:18][CH2:17][N:16]([CH2:19][CH2:20][C@H:21]4[CH2:26][CH2:25][C@H:24]([NH2:27])[CH2:23][CH2:22]4)[CH2:15][CH2:14]3)[C:7]=2[CH2:6][CH2:5]1.[CH3:28][CH:29]([CH2:33][CH3:34])[C:30](O)=[O:31]. (3) Given the product [CH:22]12[CH2:23][CH:24]1[CH2:25][N:20]([C:17]1[N:16]=[C:15]([NH:26][CH2:27][C:28]3[CH:33]=[CH:32][C:31]([O:34][CH3:35])=[C:30]([Cl:36])[CH:29]=3)[C:14]([C:12]([NH:11][CH2:10][CH:2]3[CH2:3][C:4]4([CH2:5][CH2:6][N:7]([CH3:37])[CH2:8][CH2:9]4)[CH2:1]3)=[O:13])=[CH:19][N:18]=1)[CH2:21]2, predict the reactants needed to synthesize it. The reactants are: [CH2:1]1[C:4]2([CH2:9][CH2:8][NH:7][CH2:6][CH2:5]2)[CH2:3][CH:2]1[CH2:10][NH:11][C:12]([C:14]1[C:15]([NH:26][CH2:27][C:28]2[CH:33]=[CH:32][C:31]([O:34][CH3:35])=[C:30]([Cl:36])[CH:29]=2)=[N:16][C:17]([N:20]2[CH2:25][CH:24]3[CH:22]([CH2:23]3)[CH2:21]2)=[N:18][CH:19]=1)=[O:13].[CH2:37]=O.[BH4-].[Na+]. (4) Given the product [CH3:20][C:13]1([CH3:19])[CH2:12][C:11]2[C:15](=[CH:16][CH:17]=[C:9]([NH:8][C:6]3[CH:7]=[C:2]([NH:1][C:25]([CH:22]4[CH2:24][CH2:23]4)=[O:26])[CH:3]=[CH:4][C:5]=3[CH3:21])[CH:10]=2)[C:14]1=[O:18], predict the reactants needed to synthesize it. The reactants are: [NH2:1][C:2]1[CH:3]=[CH:4][C:5]([CH3:21])=[C:6]([NH:8][C:9]2[CH:10]=[C:11]3[C:15](=[CH:16][CH:17]=2)[C:14](=[O:18])[C:13]([CH3:20])([CH3:19])[CH2:12]3)[CH:7]=1.[CH:22]1([C:25](O)=[O:26])[CH2:24][CH2:23]1. (5) Given the product [C:18]([N:19]1[CH2:22][CH2:20][CH:2]([NH:3][C:8](=[O:15])[C:9]2[CH:14]=[CH:13][CH:12]=[CH:11][CH:10]=2)[CH2:1]1)#[N:17].[N:17]#[C:18][NH2:19], predict the reactants needed to synthesize it. The reactants are: [CH3:1][CH2:2][N:3](CC)CC.[C:8](Br)(=[O:15])[C:9]1[CH:14]=[CH:13][CH:12]=[CH:11][CH:10]=1.[N:17]#[C:18][NH2:19].[C:20](O)([C:22](F)(F)F)=O.BrC#N.